From a dataset of Cav3 T-type calcium channel HTS with 100,875 compounds. Binary Classification. Given a drug SMILES string, predict its activity (active/inactive) in a high-throughput screening assay against a specified biological target. (1) The compound is o1c2c(c(Nc3ccccc3)c([N+]([O-])=O)c1=O)cccc2. The result is 0 (inactive). (2) The drug is Fc1c(C(=O)NC(Cc2ccccc2)c2cc3OCCCOc3cc2)cccc1. The result is 0 (inactive).